The task is: Predict which catalyst facilitates the given reaction.. This data is from Catalyst prediction with 721,799 reactions and 888 catalyst types from USPTO. (1) Reactant: [CH2:1]([O:8][C:9]1[CH:14]=[CH:13][C:12](Br)=[CH:11][CH:10]=1)[C:2]1[CH:7]=[CH:6][CH:5]=[CH:4][CH:3]=1.C([Li])CCC.[CH2:21]([C:23]1[C:32]2[C:27](=[CH:28][CH:29]=[C:30]([O:33][CH3:34])[CH:31]=2)[O:26][CH:25]([OH:35])[C:24]=1[C:36]1[CH:41]=[CH:40][CH:39]=[C:38]([O:42][CH3:43])[CH:37]=1)[CH3:22]. Product: [CH2:1]([O:8][C:9]1[CH:14]=[CH:13][C:12]([C@@H:25]([OH:35])/[C:24](/[C:36]2[CH:41]=[CH:40][CH:39]=[C:38]([O:42][CH3:43])[CH:37]=2)=[C:23](\[C:32]2[CH:31]=[C:30]([O:33][CH3:34])[CH:29]=[CH:28][C:27]=2[OH:26])/[CH2:21][CH3:22])=[CH:11][CH:10]=1)[C:2]1[CH:7]=[CH:6][CH:5]=[CH:4][CH:3]=1. The catalyst class is: 1. (2) Reactant: [Cl:1][C:2]1[CH:7]=[CH:6][C:5]([CH:8]2[CH:12]([C:13]3[CH:18]=[CH:17][C:16]([Cl:19])=[CH:15][CH:14]=3)[NH:11][C:10]([C:20]3[CH:25]=[CH:24][C:23]([C:26]([O:28]CC)=[CH2:27])=[CH:22][C:21]=3[O:31][CH2:32][CH3:33])=[N:9]2)=[CH:4][CH:3]=1.[OH-].[Na+].C(=O)([O-])[O-].[Na+].[Na+]. The catalyst class is: 7. Product: [Cl:1][C:2]1[CH:3]=[CH:4][C:5]([CH:8]2[CH:12]([C:13]3[CH:14]=[CH:15][C:16]([Cl:19])=[CH:17][CH:18]=3)[NH:11][C:10]([C:20]3[CH:25]=[CH:24][C:23]([C:26](=[O:28])[CH3:27])=[CH:22][C:21]=3[O:31][CH2:32][CH3:33])=[N:9]2)=[CH:6][CH:7]=1. (3) Reactant: [C:9](O[C:9]([O:11][C:12]([CH3:15])([CH3:14])[CH3:13])=[O:10])([O:11][C:12]([CH3:15])([CH3:14])[CH3:13])=[O:10].[CH3:16][C:17]12[C:25]([CH3:27])([CH3:26])[CH:21]([NH:22][CH2:23][CH2:24]1)[CH2:20][C:19]1[CH:28]=[C:29]([OH:33])[C:30]([OH:32])=[CH:31][C:18]2=1.C(N(CC)CC)C. Product: [C:12]([O:11][C:9]([N:22]1[CH2:23][CH2:24][C:17]2([CH3:16])[C:25]([CH3:26])([CH3:27])[CH:21]1[CH2:20][C:19]1[CH:28]=[C:29]([OH:33])[C:30]([OH:32])=[CH:31][C:18]=12)=[O:10])([CH3:13])([CH3:14])[CH3:15]. The catalyst class is: 4. (4) Reactant: [Cl:1][C:2]1[CH:7]=[C:6]([Cl:8])[N:5]=[CH:4][C:3]=1[CH2:9][OH:10]. Product: [Cl:1][C:2]1[CH:7]=[C:6]([Cl:8])[N:5]=[CH:4][C:3]=1[CH:9]=[O:10]. The catalyst class is: 703. (5) Reactant: [NH2:1][C:2]1[N:7]=[C:6]([C:8]([N:10]2[CH2:15][CH2:14][O:13][CH2:12][CH2:11]2)=O)[CH:5]=[C:4]([C:16]([CH3:19])([CH3:18])[CH3:17])[CH:3]=1.CO. Product: [C:16]([C:4]1[CH:5]=[C:6]([CH2:8][N:10]2[CH2:15][CH2:14][O:13][CH2:12][CH2:11]2)[N:7]=[C:2]([NH2:1])[CH:3]=1)([CH3:19])([CH3:17])[CH3:18]. The catalyst class is: 1. (6) Product: [Br:1][C:2]1[C:10]2[O:9][CH2:8][C@H:7]([NH:11][C:12]3[CH:25]=[CH:24][C:15]4[C@H:16]([CH2:19][C:20]([OH:22])=[O:21])[CH2:17][O:18][C:14]=4[CH:13]=3)[C:6]=2[CH:5]=[CH:4][CH:3]=1. The catalyst class is: 193. Reactant: [Br:1][C:2]1[C:10]2[O:9][CH2:8][C@H:7]([N:11](C(=O)C(F)(F)F)[C:12]3[CH:25]=[CH:24][C:15]4[C@H:16]([CH2:19][C:20]([O:22]C)=[O:21])[CH2:17][O:18][C:14]=4[CH:13]=3)[C:6]=2[CH:5]=[CH:4][CH:3]=1.[OH-].[Na+].Cl. (7) Reactant: [CH2:1]([O:8][C:9]([NH:11][C:12]([CH3:17])([CH3:16])[C:13]([OH:15])=O)=[O:10])[C:2]1[CH:7]=[CH:6][CH:5]=[CH:4][CH:3]=1.CN(C(ON1N=NC2C=CC=NC1=2)=[N+](C)C)C.F[P-](F)(F)(F)(F)F.CN1CCOCC1.[NH:49]([CH:51]=[O:52])[NH2:50]. Product: [CH:51]([NH:49][NH:50][C:13](=[O:15])[C:12]([NH:11][C:9](=[O:10])[O:8][CH2:1][C:2]1[CH:3]=[CH:4][CH:5]=[CH:6][CH:7]=1)([CH3:17])[CH3:16])=[O:52]. The catalyst class is: 3. (8) Product: [NH2:1][C:4]1[CH:9]=[CH:8][CH:7]=[CH:6][C:5]=1[NH:10][CH2:11][CH:12]1[CH2:16][CH2:15][CH2:14][N:13]1[C:17]([O:19][C:20]([CH3:23])([CH3:22])[CH3:21])=[O:18]. Reactant: [N+:1]([C:4]1[CH:9]=[CH:8][CH:7]=[CH:6][C:5]=1[NH:10][CH2:11][CH:12]1[CH2:16][CH2:15][CH2:14][N:13]1[C:17]([O:19][C:20]([CH3:23])([CH3:22])[CH3:21])=[O:18])([O-])=O. The catalyst class is: 5. (9) Reactant: [CH3:1][O:2][C:3]([C:5]1[S:9][C:8]([N:10]2[C:14]3[CH:15]=[CH:16][C:17]([C:19]([OH:21])=O)=[CH:18][C:13]=3[N:12]=[CH:11]2)=[CH:7][C:6]=1[O:22][CH2:23][C:24]1[CH:29]=[CH:28][CH:27]=[CH:26][C:25]=1[C:30]([F:33])([F:32])[F:31])=[O:4].[NH2:34][CH2:35][CH2:36][N:37]1[CH2:41][CH2:40][NH:39][C:38]1=[O:42].C(N(C(C)C)CC)(C)C.C(OCC)(=O)C. Product: [O:42]=[C:38]1[NH:39][CH2:40][CH2:41][N:37]1[CH2:36][CH2:35][NH:34][C:19]([C:17]1[CH:16]=[CH:15][C:14]2[N:10]([C:8]3[S:9][C:5]([C:3]([O:2][CH3:1])=[O:4])=[C:6]([O:22][CH2:23][C:24]4[CH:29]=[CH:28][CH:27]=[CH:26][C:25]=4[C:30]([F:31])([F:33])[F:32])[CH:7]=3)[CH:11]=[N:12][C:13]=2[CH:18]=1)=[O:21]. The catalyst class is: 9. (10) Reactant: [C:1](=O)(OC(Cl)(Cl)Cl)[O:2]C(Cl)(Cl)Cl.Cl.[NH2:14][C:15]1[C:20]([C:21]([OH:23])=[O:22])=[C:19]([O:24][CH3:25])[C:18]([O:26][CH3:27])=[CH:17][CH:16]=1. Product: [CH3:25][O:24][C:19]1[C:20]2[C:21](=[O:23])[O:22][C:1](=[O:2])[NH:14][C:15]=2[CH:16]=[CH:17][C:18]=1[O:26][CH3:27]. The catalyst class is: 6.